This data is from Forward reaction prediction with 1.9M reactions from USPTO patents (1976-2016). The task is: Predict the product of the given reaction. Given the reactants CC1C=CC(S([O-])(=O)=O)=CC=1.C1C=C[NH+]=CC=1.[CH3:18][NH:19][C:20]([C:27]1[CH:32]=[CH:31][CH:30]=[CH:29][CH:28]=1)=[CH:21][C:22]([O:24][CH2:25][CH3:26])=[O:23].[Br:33][C:34]1[CH:40]=[CH:39]C(N)=[CH:36][C:35]=1[O:41][CH3:42], predict the reaction product. The product is: [Br:33][C:34]1[CH:40]=[CH:39][C:18]([NH:19][C:20]([C:27]2[CH:28]=[CH:29][CH:30]=[CH:31][CH:32]=2)=[CH:21][C:22]([O:24][CH2:25][CH3:26])=[O:23])=[CH:36][C:35]=1[O:41][CH3:42].